Dataset: Catalyst prediction with 721,799 reactions and 888 catalyst types from USPTO. Task: Predict which catalyst facilitates the given reaction. (1) Reactant: CN[C:3]1[C:4]([NH2:12])=CC=[C:7]([N+:9]([O-:11])=[O:10])[CH:8]=1.[CH2:13]([N:15]([CH2:18]C)[CH2:16][CH3:17])C.[OH2:20].Cl. Product: [CH3:18][N:15]1[C:16]2[CH:17]=[C:7]([N+:9]([O-:11])=[O:10])[CH:8]=[CH:3][C:4]=2[NH:12][C:13]1=[O:20]. The catalyst class is: 3. (2) Reactant: [CH3:1][C:2]1[CH:7]=[CH:6][C:5]([O:8][C:9]2[N:14]=[CH:13][C:12]([NH2:15])=[CH:11][CH:10]=2)=[CH:4][C:3]=1[O:16][CH3:17].CC(OC([NH:25][C@H:26]([CH2:30][CH3:31])[C:27](O)=[O:28])=O)(C)C.CCN(CC)CC.C(P1(=O)OP(CCC)(=O)OP(CCC)(=O)O1)CC. Product: [NH2:25][C@H:26]([CH2:30][CH3:31])[C:27]([NH:15][C:12]1[CH:13]=[N:14][C:9]([O:8][C:5]2[CH:6]=[CH:7][C:2]([CH3:1])=[C:3]([O:16][CH3:17])[CH:4]=2)=[CH:10][CH:11]=1)=[O:28]. The catalyst class is: 13. (3) Reactant: [NH2:1][C:2]1[C:7]([C:8]2[CH:13]=[CH:12][C:11]([OH:14])=[CH:10][CH:9]=2)=[N:6][C:5](Br)=[CH:4][N:3]=1.[C:16]([C:19]1[CH:24]=[CH:23][C:22](B(O)O)=[CH:21][CH:20]=1)([OH:18])=[O:17].C([O-])([O-])=O.[Na+].[Na+]. The catalyst class is: 104. Product: [NH2:1][C:2]1[N:3]=[CH:4][C:5]([C:22]2[CH:23]=[CH:24][C:19]([C:16]([OH:18])=[O:17])=[CH:20][CH:21]=2)=[N:6][C:7]=1[C:8]1[CH:13]=[CH:12][C:11]([OH:14])=[CH:10][CH:9]=1. (4) Reactant: [S:1]1[CH:5]=[CH:4][C:3]([CH2:6][C:7]#[N:8])=[CH:2]1.[CH3:9][Si]([N-][Si](C)(C)C)(C)C.[Li+].IC. Product: [S:1]1[CH:5]=[CH:4][C:3]([CH:6]([CH3:9])[C:7]#[N:8])=[CH:2]1. The catalyst class is: 1. (5) Reactant: [Br:1][C:2]1[CH:3]=[N:4][CH:5]=[C:6]([CH:9]=1)[CH2:7]Cl.[CH2:10]([O:12][C:13](=[O:16])[CH2:14][NH2:15])[CH3:11].C(N(C(C)C)CC)(C)C.C1C[O:29]CC1. Product: [Br:1][C:2]1[CH:3]=[N:4][CH:5]=[C:6]([CH:9]=1)[C:7]([NH:15][CH2:14][C:13]([O:12][CH2:10][CH3:11])=[O:16])=[O:29]. The catalyst class is: 25. (6) Reactant: Br[CH2:2][CH2:3][C:4]([C:13]1[CH:18]=[CH:17][CH:16]=[CH:15][CH:14]=1)([C:7]1[CH:12]=[CH:11][CH:10]=[CH:9][CH:8]=1)[C:5]#[N:6].[CH3:19][C:20]1[NH:21][CH:22]=[CH:23][N:24]=1.CS(C)=O.[P:29](=[O:33])([OH:32])([OH:31])[OH:30]. Product: [P:29]([OH:33])([OH:32])([OH:31])=[O:30].[CH3:19][C:20]1[N:21]([CH2:2][CH2:3][C:4]([C:13]2[CH:18]=[CH:17][CH:16]=[CH:15][CH:14]=2)([C:7]2[CH:12]=[CH:11][CH:10]=[CH:9][CH:8]=2)[C:5]#[N:6])[CH:22]=[CH:23][N:24]=1. The catalyst class is: 815.